From a dataset of Full USPTO retrosynthesis dataset with 1.9M reactions from patents (1976-2016). Predict the reactants needed to synthesize the given product. (1) Given the product [N+:29]([C:32]1[CH:37]=[C:36]([N+:38]([O-:40])=[O:39])[CH:35]=[CH:34][C:33]=1[CH2:41][C:42]([O:28][CH2:1][CH:2]([CH2:4][CH2:5][CH2:6][C@H:7]([C@@H:9]1[C@:26]2([CH3:27])[C@H:12]([C@H:13]3[C@H:23]([CH2:24][CH2:25]2)[C@:21]2([CH3:22])[CH:16]([CH2:17][CH2:18][CH2:19][CH2:20]2)[CH2:15][CH2:14]3)[CH2:11][CH2:10]1)[CH3:8])[CH3:3])=[O:43])([O-:31])=[O:30], predict the reactants needed to synthesize it. The reactants are: [CH2:1]([OH:28])[CH:2]([CH2:4][CH2:5][CH2:6][C@H:7]([C@@H:9]1[C@:26]2([CH3:27])[C@H:12]([C@H:13]3[C@H:23]([CH2:24][CH2:25]2)[C@:21]2([CH3:22])[CH:16]([CH2:17][CH2:18][CH2:19][CH2:20]2)[CH2:15][CH2:14]3)[CH2:11][CH2:10]1)[CH3:8])[CH3:3].[N+:29]([C:32]1[CH:37]=[C:36]([N+:38]([O-:40])=[O:39])[CH:35]=[CH:34][C:33]=1[CH2:41][C:42](O)=[O:43])([O-:31])=[O:30].O.C1(C)C(S(O)(=O)=O)=CC=CC=1.CO. (2) The reactants are: [F:1][C:2]([F:26])([F:25])[C:3]1[CH:12]=[C:11]([C:13]([F:16])([F:15])[F:14])[C:10]2[C:5](=[C:6]3[CH:19]=[C:18]([C:20]([O:22][CH2:23]C)=O)[NH:17][C:7]3=[CH:8][CH:9]=2)[N:4]=1.[NH2:27][NH2:28].O.C1(C)C=CC(S(O)(=O)=O)=CC=1. Given the product [F:25][C:2]([F:26])([F:1])[C:3]1[CH:12]=[C:11]([C:13]([F:14])([F:15])[F:16])[C:10]2[C:5](=[C:6]3[CH:19]=[C:18]([C:20]4[O:22][CH:23]=[N:27][N:28]=4)[NH:17][C:7]3=[CH:8][CH:9]=2)[N:4]=1, predict the reactants needed to synthesize it. (3) Given the product [CH3:25][C:15]1[CH:20]=[CH:19][C:18]([S:21]([O:11][CH2:10][C@H:9]2[CH2:12][CH2:13][CH2:14][N:8]2[C:1]([O:3][C:4]([CH3:7])([CH3:6])[CH3:5])=[O:2])(=[O:23])=[O:22])=[CH:17][CH:16]=1, predict the reactants needed to synthesize it. The reactants are: [C:1]([N:8]1[CH2:14][CH2:13][CH2:12][C@@H:9]1[CH2:10][OH:11])([O:3][C:4]([CH3:7])([CH3:6])[CH3:5])=[O:2].[C:15]1([CH3:25])[CH:20]=[CH:19][C:18]([S:21](Cl)(=[O:23])=[O:22])=[CH:17][CH:16]=1.C(N(CC)CC)C.